Regression/Classification. Given a drug SMILES string, predict its toxicity properties. Task type varies by dataset: regression for continuous values (e.g., LD50, hERG inhibition percentage) or binary classification for toxic/non-toxic outcomes (e.g., AMES mutagenicity, cardiotoxicity, hepatotoxicity). Dataset: ld50_zhu. From a dataset of Acute oral toxicity (LD50) regression data from Zhu et al.. The molecule is CCCCC(CC)COP(=O)(O)OCC(CC)CCCC. The rat oral LD50 is 1.81, given as -log10 of the dose in mol/kg body weight (higher means more acutely toxic).